Regression/Classification. Given a drug SMILES string, predict its toxicity properties. Task type varies by dataset: regression for continuous values (e.g., LD50, hERG inhibition percentage) or binary classification for toxic/non-toxic outcomes (e.g., AMES mutagenicity, cardiotoxicity, hepatotoxicity). Dataset: ames. From a dataset of Ames mutagenicity test results for genotoxicity prediction. (1) The compound is O=[N+]([O-])c1cc2c3c(ccc2c2ccccc12)C(O)C(O)C=C3. The result is 1 (mutagenic). (2) The molecule is CCC1=C(CC2NCCc3cc(OC)c(OC)cc32)CC2c3cc(OC)c(OC)cc3CCN2C1. The result is 0 (non-mutagenic). (3) The molecule is CC(CC1=C(C=O)COC1O)C1=CCC(C)(C)C1. The result is 0 (non-mutagenic).